This data is from Full USPTO retrosynthesis dataset with 1.9M reactions from patents (1976-2016). The task is: Predict the reactants needed to synthesize the given product. (1) Given the product [NH2:1][C:2]1[N:7]=[CH:6][C:5]([C:8]2[CH:16]=[CH:15][C:11]([C:12]([N:51]3[CH2:56][CH2:55][O:54][CH2:53][CH2:52]3)=[O:13])=[C:10]([O:17][CH3:18])[CH:9]=2)=[CH:4][C:3]=1[C:19]1[N:20]=[N:21][N:22]([CH:24]([CH3:25])[CH3:26])[CH:23]=1, predict the reactants needed to synthesize it. The reactants are: [NH2:1][C:2]1[N:7]=[CH:6][C:5]([C:8]2[CH:16]=[CH:15][C:11]([C:12](O)=[O:13])=[C:10]([O:17][CH3:18])[CH:9]=2)=[CH:4][C:3]=1[C:19]1[N:20]=[N:21][N:22]([CH:24]([CH3:26])[CH3:25])[CH:23]=1.CN(C(ON1N=NC2C=CC=NC1=2)=[N+](C)C)C.F[P-](F)(F)(F)(F)F.[NH:51]1[CH2:56][CH2:55][O:54][CH2:53][CH2:52]1.CCN(C(C)C)C(C)C. (2) Given the product [I:22][C:17]1[C:16]2[C:20](=[CH:21][C:13]([C:5]3[CH:6]=[CH:7][C:8]([O:9][CH2:10][O:11][CH3:12])=[C:3]([O:2][CH3:1])[CH:4]=3)=[CH:14][CH:15]=2)[NH:19][N:18]=1, predict the reactants needed to synthesize it. The reactants are: [CH3:1][O:2][C:3]1[CH:4]=[C:5]([C:13]2[CH:21]=[C:20]3[C:16]([CH:17]=[N:18][NH:19]3)=[CH:15][CH:14]=2)[CH:6]=[CH:7][C:8]=1[O:9][CH2:10][O:11][CH3:12].[I:22]I.C(O)(=O)CC(CC(O)=O)(C(O)=O)O.OS([O-])=O.[Na+]. (3) Given the product [Cl:1][C:2]1[CH:8]=[C:7]([F:9])[C:6]([CH3:10])=[C:5]2[C:3]=1[NH:4][C:12]([CH3:13])=[C:11]2[S:21][CH3:19], predict the reactants needed to synthesize it. The reactants are: [Cl:1][C:2]1[CH:8]=[C:7]([F:9])[C:6]([CH3:10])=[CH:5][C:3]=1[NH2:4].[CH2:11](OCl)[CH2:12][CH2:13]C.CC[C:19](=[S:21])C.C(N(CC)CC)C. (4) Given the product [C:20]([O:19][C:17]([N:7]1[CH2:8][CH2:9][CH:4]([OH:3])[CH2:5][CH2:6]1)=[O:18])([CH3:23])([CH3:22])[CH3:21], predict the reactants needed to synthesize it. The reactants are: O.Cl.[OH:3][CH:4]1[CH2:9][CH2:8][NH:7][CH2:6][CH2:5]1.C(N(CC)CC)C.[C:17](O[C:17]([O:19][C:20]([CH3:23])([CH3:22])[CH3:21])=[O:18])([O:19][C:20]([CH3:23])([CH3:22])[CH3:21])=[O:18]. (5) Given the product [C:1]([C:3]1[CH:4]=[C:5]([CH:22]([CH3:24])[CH3:23])[C:6]2[O:10][C:9]([C:11]3[CH:12]=[CH:13][C:14]([C:15]([OH:17])=[O:16])=[CH:19][CH:20]=3)=[N:8][C:7]=2[CH:21]=1)#[N:2], predict the reactants needed to synthesize it. The reactants are: [C:1]([C:3]1[CH:4]=[C:5]([CH:22]([CH3:24])[CH3:23])[C:6]2[O:10][C:9]([C:11]3[CH:20]=[CH:19][C:14]([C:15]([O:17]C)=[O:16])=[CH:13][CH:12]=3)=[N:8][C:7]=2[CH:21]=1)#[N:2].O1CCCC1.CO.O.[OH-].[Li+].